This data is from Full USPTO retrosynthesis dataset with 1.9M reactions from patents (1976-2016). The task is: Predict the reactants needed to synthesize the given product. (1) Given the product [CH3:1][O:2][C:3]1[CH:4]=[CH:5][C:6]([N:9]2[CH:18]([CH3:19])[C:17]3[C:12](=[N:13][C:14]([NH:20][C:21]4[CH:26]=[CH:25][CH:24]=[C:23]([CH2:27][CH2:28][N:29]5[CH2:34][CH2:33][N:32]([CH3:35])[CH2:31][CH2:30]5)[CH:22]=4)=[N:15][CH:16]=3)[N:11]([C:36]3[CH:37]=[C:38]([CH:41]=[CH:42][CH:43]=3)[C:39]([NH2:40])=[O:45])[C:10]2=[O:44])=[CH:7][CH:8]=1, predict the reactants needed to synthesize it. The reactants are: [CH3:1][O:2][C:3]1[CH:8]=[CH:7][C:6]([N:9]2[CH:18]([CH3:19])[C:17]3[C:12](=[N:13][C:14]([NH:20][C:21]4[CH:26]=[CH:25][CH:24]=[C:23]([CH2:27][CH2:28][N:29]5[CH2:34][CH2:33][N:32]([CH3:35])[CH2:31][CH2:30]5)[CH:22]=4)=[N:15][CH:16]=3)[N:11]([C:36]3[CH:37]=[C:38]([CH:41]=[CH:42][CH:43]=3)[C:39]#[N:40])[C:10]2=[O:44])=[CH:5][CH:4]=1.[OH-:45].[Na+].C(#N)C1C=CC=CC=1.OO. (2) Given the product [F:1][C:2]1[CH:7]=[CH:6][C:5]([C:8]2[N:13]=[C:12]3[N:14]=[C:15]([C:18]([OH:20])=[O:19])[N:16]([CH3:17])[C:11]3=[C:10]([C:23]3[CH:28]=[CH:27][C:26]([F:29])=[CH:25][CH:24]=3)[C:9]=2[C:30]2[CH:31]=[CH:32][N:33]=[CH:34][CH:35]=2)=[CH:4][CH:3]=1, predict the reactants needed to synthesize it. The reactants are: [F:1][C:2]1[CH:7]=[CH:6][C:5]([C:8]2[N:13]=[C:12]3[N:14]=[C:15]([C:18]([O:20]CC)=[O:19])[N:16]([CH3:17])[C:11]3=[C:10]([C:23]3[CH:28]=[CH:27][C:26]([F:29])=[CH:25][CH:24]=3)[C:9]=2[C:30]2[CH:35]=[CH:34][N:33]=[CH:32][CH:31]=2)=[CH:4][CH:3]=1.[OH-].[K+].